The task is: Predict the product of the given reaction.. This data is from Forward reaction prediction with 1.9M reactions from USPTO patents (1976-2016). (1) Given the reactants [CH3:1][O:2][C:3](=[O:14])[CH:4]=[CH:5][C:6]1[CH:11]=[CH:10][C:9]([F:12])=[CH:8][C:7]=1[OH:13].C([O-])([O-])=O.[K+].[K+].[I-].[CH3:22][CH2:23][CH3:24], predict the reaction product. The product is: [CH3:1][O:2][C:3](=[O:14])[CH:4]=[CH:5][C:6]1[CH:11]=[CH:10][C:9]([F:12])=[CH:8][C:7]=1[O:13][CH2:22][CH2:23][CH3:24]. (2) Given the reactants [H-].[Na+].[CH3:3][C:4]1[CH:5]=[C:6]([CH2:13][C:14]#[N:15])[CH:7]=[CH:8][C:9]=1[N+:10]([O-:12])=[O:11].CS([C:20]1[N:25]=[C:24]([C:26]([F:29])([F:28])[F:27])[CH:23]=[C:22]([C:30]([F:33])([F:32])[F:31])[N:21]=1)(=O)=O.Cl, predict the reaction product. The product is: [F:31][C:30]([F:33])([F:32])[C:22]1[CH:23]=[C:24]([C:26]([F:29])([F:28])[F:27])[N:25]=[C:20]([CH:13]([C:6]2[CH:7]=[CH:8][C:9]([N+:10]([O-:12])=[O:11])=[C:4]([CH3:3])[CH:5]=2)[C:14]#[N:15])[N:21]=1. (3) Given the reactants [CH:1]([N:4]([CH:8]([CH3:10])[CH3:9])[CH2:5][CH2:6][OH:7])([CH3:3])[CH3:2].[C:11](=[O:14])(O)[O-].[Na+].O.[N:17]1[C:24](Cl)=[N:23][C:21](Cl)=[N:20][C:18]=1[Cl:19].C(=O)=O, predict the reaction product. The product is: [Cl:19][C:18]1[N:17]=[C:24]([O:7][CH2:6][CH2:5][N:4]([CH:8]([CH3:10])[CH3:9])[CH:1]([CH3:3])[CH3:2])[N:23]=[C:21]([O:14][CH2:11][CH2:5][N:4]([CH:8]([CH3:10])[CH3:9])[CH:1]([CH3:3])[CH3:2])[N:20]=1. (4) Given the reactants [Cl:1][CH:2]([C:14]1[CH:19]=[CH:18][CH:17]=[CH:16][CH:15]=1)[C:3]([C:5]1[C:13]2[C:8](=[CH:9][CH:10]=[CH:11][CH:12]=2)[NH:7][CH:6]=1)=[O:4].Br[CH2:21][CH2:22][CH2:23][OH:24].[C:25](=[O:28])([O-])[O-].[K+].[K+], predict the reaction product. The product is: [Cl:1][CH:2]([C:14]1[CH:19]=[CH:18][CH:17]=[CH:16][CH:15]=1)[C:3]([C:5]1[C:13]2[C:8](=[CH:9][CH:10]=[CH:11][CH:12]=2)[N:7]([CH2:21][CH2:22][CH2:23][OH:24])[CH:6]=1)=[O:4].[OH:24][CH2:23][CH2:22][CH2:21][N:7]1[C:8]2[C:13](=[CH:12][CH:11]=[CH:10][CH:9]=2)[C:5]([C:3](=[O:4])[CH:2]([NH:7][C:8]2[CH:13]=[CH:12][CH:11]=[C:10]([O:28][CH3:25])[CH:9]=2)[C:14]2[CH:19]=[CH:18][CH:17]=[CH:16][CH:15]=2)=[CH:6]1.